From a dataset of Full USPTO retrosynthesis dataset with 1.9M reactions from patents (1976-2016). Predict the reactants needed to synthesize the given product. (1) Given the product [Cl:35][CH2:34][CH2:33][O:1][C:2]1[CH:11]=[C:10]2[C:5]([C:6]([O:12][C:13]3[C:14]([CH3:23])=[N:15][C:16]4[C:21]([CH:22]=3)=[CH:20][CH:19]=[CH:18][N:17]=4)=[CH:7][CH:8]=[N:9]2)=[CH:4][C:3]=1[O:24][CH3:25], predict the reactants needed to synthesize it. The reactants are: [OH:1][C:2]1[CH:11]=[C:10]2[C:5]([C:6]([O:12][C:13]3[C:14]([CH3:23])=[N:15][C:16]4[C:21]([CH:22]=3)=[CH:20][CH:19]=[CH:18][N:17]=4)=[CH:7][CH:8]=[N:9]2)=[CH:4][C:3]=1[O:24][CH3:25].C(=O)([O-])[O-].[K+].[K+].Br[CH2:33][CH2:34][Cl:35].O. (2) Given the product [F:44][C:2]([F:1])([F:45])[S:3]([O:6][C:7]1[C:8]([CH3:43])([CH3:42])[C@H:9]2[C@:22]([CH3:25])([CH2:23][CH:24]=1)[C@@H:21]1[C@:12]([CH3:41])([C@@:13]3([CH3:40])[C@H:18]([CH2:19][CH2:20]1)[C@H:17]1[C@H:26]([C:29]([CH3:31])=[CH2:30])[CH2:27][CH2:28][C@:16]1([NH2:32])[CH2:15][CH2:14]3)[CH2:11][CH2:10]2)(=[O:4])=[O:5], predict the reactants needed to synthesize it. The reactants are: [F:1][C:2]([F:45])([F:44])[S:3]([O:6][C:7]1[C:8]([CH3:43])([CH3:42])[C@H:9]2[C@:22]([CH3:25])([CH2:23][CH:24]=1)[C@@H:21]1[C@:12]([CH3:41])([C@@:13]3([CH3:40])[C@H:18]([CH2:19][CH2:20]1)[C@H:17]1[C@H:26]([C:29]([CH3:31])=[CH2:30])[CH2:27][CH2:28][C@:16]1([NH:32]C(OC(C)(C)C)=O)[CH2:15][CH2:14]3)[CH2:11][CH2:10]2)(=[O:5])=[O:4].FC(F)(F)C(O)=O.